Dataset: Reaction yield outcomes from USPTO patents with 853,638 reactions. Task: Predict the reaction yield, written as a fraction of the theoretical maximum amount of product (1.0 means a 100% yield; for example, 0.34 means a 34% yield). (1) The reactants are [O:1]=[C:2]1[C:6]2([CH2:11][CH2:10][NH:9][CH2:8][CH2:7]2)[CH:5]([C:12]2[CH:17]=[CH:16][CH:15]=[CH:14][CH:13]=2)[CH2:4][N:3]1[CH2:18][C:19]1[CH:20]=[C:21]([CH:26]=[CH:27][CH:28]=1)[C:22]([O:24][CH3:25])=[O:23].I[CH2:30][CH2:31][CH2:32][N:33]1[C:37]2[CH:38]=[CH:39][C:40](=O)[CH2:41][C:36]=2[NH:35][C:34]1=[O:43].C(=O)([O-])[O-].[K+].[K+]. The catalyst is CN(C)C=O. The product is [O:1]=[C:2]1[C:6]2([CH2:11][CH2:10][N:9]([CH2:30][CH2:31][CH2:32][N:33]3[C:37]4[CH:38]=[CH:39][CH:40]=[CH:41][C:36]=4[NH:35][C:34]3=[O:43])[CH2:8][CH2:7]2)[CH:5]([C:12]2[CH:17]=[CH:16][CH:15]=[CH:14][CH:13]=2)[CH2:4][N:3]1[CH2:18][C:19]1[CH:20]=[C:21]([CH:26]=[CH:27][CH:28]=1)[C:22]([O:24][CH3:25])=[O:23]. The yield is 0.620. (2) The reactants are [C:1]([C:3]1[CH:13]=[C:12]([CH:14]2[CH2:16][CH2:15]2)[CH:11]=[CH:10][C:4]=1[O:5][CH2:6][C:7]([NH2:9])=[O:8])#[N:2].[OH-].[K+]. The catalyst is C(O)C.C(OCC)(=O)C. The product is [NH2:2][C:1]1[C:3]2[CH:13]=[C:12]([CH:14]3[CH2:15][CH2:16]3)[CH:11]=[CH:10][C:4]=2[O:5][C:6]=1[C:7]([NH2:9])=[O:8]. The yield is 0.910. (3) The reactants are [OH-].[Na+].[F:3][C:4]1[CH:5]=[C:6]([C:12]2[N:13]=[C:14]([CH3:33])[C:15]3[CH2:20][CH2:19][N:18]([C:21]4[CH:26]=[CH:25][C:24]([CH2:27][C:28]([O:30]CC)=[O:29])=[CH:23][CH:22]=4)[C:16]=3[N:17]=2)[CH:7]=[CH:8][C:9]=1[O:10][CH3:11].Cl. The catalyst is CO.O1CCOCC1. The product is [F:3][C:4]1[CH:5]=[C:6]([C:12]2[N:13]=[C:14]([CH3:33])[C:15]3[CH2:20][CH2:19][N:18]([C:21]4[CH:26]=[CH:25][C:24]([CH2:27][C:28]([OH:30])=[O:29])=[CH:23][CH:22]=4)[C:16]=3[N:17]=2)[CH:7]=[CH:8][C:9]=1[O:10][CH3:11]. The yield is 0.870. (4) The reactants are Cl[C:2]1[C:11]2[C:6](=[C:7]([CH3:12])[CH:8]=[CH:9][CH:10]=2)[N:5]=[CH:4][N:3]=1. The yield is 0.270. The catalyst is C(Cl)Cl. The product is [CH3:12][C:7]1[CH:8]=[CH:9][CH:10]=[C:11]2[C:6]=1[N:5]=[CH:4][N:3]=[CH:2]2. (5) The reactants are [NH2:1][C:2]1[N:3]=[CH:4][C:5]2[S:10][C:9](=[O:11])[N:8]([C@@H:12]3[O:35][C@H:34]([CH2:36][O:37]C(=O)C4C=CC=CC=4)[C@@H:23]([O:24]C(=O)C4C=CC=CC=4C)[C@H:13]3[O:14]C(=O)C3C=CC=CC=3)[C:6]=2[N:7]=1.[C:46]([O-])([O-])=O.[K+].[K+].CC(O)=O. The catalyst is CO. The product is [NH2:1][C:2]1[N:3]=[CH:4][C:5]2[S:10][C:9](=[O:11])[N:8]([C@@H:12]3[O:35][C@H:34]([CH2:36][OH:37])[C@@H:23]([OH:24])[C@@:13]3([CH3:46])[OH:14])[C:6]=2[N:7]=1. The yield is 0.100.